From a dataset of Catalyst prediction with 721,799 reactions and 888 catalyst types from USPTO. Predict which catalyst facilitates the given reaction. (1) Reactant: [NH2:1][C:2]1[C:3]([F:12])=[C:4]([CH2:10][OH:11])[C:5]([F:9])=[C:6]([F:8])[CH:7]=1.CCN(C(C)C)C(C)C.Br[CH2:23][CH2:24][O:25][CH2:26][CH2:27]Br. Product: [F:9][C:5]1[C:6]([F:8])=[CH:7][C:2]([N:1]2[CH2:27][CH2:26][O:25][CH2:24][CH2:23]2)=[C:3]([F:12])[C:4]=1[CH2:10][OH:11]. The catalyst class is: 31. (2) Reactant: [Br:1][C:2]1[CH:8]=[CH:7][C:5]([NH2:6])=[C:4]([CH3:9])[CH:3]=1.[N:10]([O-])=O.[Na+].Cl[Sn]Cl.[OH-].[Na+]. Product: [Br:1][C:2]1[CH:8]=[CH:7][C:5]([NH:6][NH2:10])=[C:4]([CH3:9])[CH:3]=1. The catalyst class is: 126. (3) Reactant: [OH:1][C:2]1[N:7]=[CH:6][C:5]([C:8](=[O:10])[CH3:9])=[CH:4][CH:3]=1.[Br:11]Br. Product: [Br:11][CH2:9][C:8]([C:5]1[CH:6]=[N:7][C:2]([OH:1])=[CH:3][CH:4]=1)=[O:10]. The catalyst class is: 570. (4) Product: [CH2:13]([O:15][C:16]([C:17]1[C:18](=[O:19])[S:12][C:8]2[C:9]([C:23]=1[OH:24])=[CH:10][CH:11]=[C:6]([O:5][CH2:1][CH2:2][CH2:3][CH3:4])[CH:7]=2)=[O:28])[CH3:14]. The catalyst class is: 13. Reactant: [CH2:1]([O:5][C:6]1[CH:7]=[C:8]([SH:12])[CH:9]=[CH:10][CH:11]=1)[CH2:2][CH2:3][CH3:4].[CH2:13]([O:15][C:16](=[O:28])[CH:17]([C:23](OCC)=[O:24])[C:18](OCC)=[O:19])[CH3:14].[Sn](Cl)(Cl)(Cl)Cl. (5) Reactant: ClCCl.C(=O)(O)[O-].[Na+].[NH:9]1[CH2:13][CH2:12][C@H:11]([OH:14])[CH2:10]1.Cl[C:16]([O:18][CH2:19][C:20]([CH3:23])([CH3:22])[CH3:21])=[O:17]. Product: [OH:14][C@H:11]1[CH2:12][CH2:13][N:9]([C:16]([O:18][CH2:19][C:20]([CH3:23])([CH3:22])[CH3:21])=[O:17])[CH2:10]1. The catalyst class is: 6. (6) Reactant: [N:1]1[CH:6]=[CH:5][CH:4]=[CH:3][C:2]=1[C:7]1[N:15]2[C:10]([CH:11]=[CH:12][CH:13]=[CH:14]2)=[CH:9][C:8]=1[C:16]#[N:17].C[Mg+].[Br-].[CH3:21]COCC.[BH4-].[Na+]. Product: [N:1]1[CH:6]=[CH:5][CH:4]=[CH:3][C:2]=1[C:7]1[N:15]2[C:10]([CH:11]=[CH:12][CH:13]=[CH:14]2)=[CH:9][C:8]=1[CH:16]([NH2:17])[CH3:21]. The catalyst class is: 36. (7) Product: [CH3:14][N:15]([CH3:16])[C:2]1[C:11]2[C:6](=[CH:7][CH:8]=[C:9]([CH:12]=[O:13])[CH:10]=2)[N:5]=[CH:4][N:3]=1. The catalyst class is: 12. Reactant: Cl[C:2]1[C:11]2[C:6](=[CH:7][CH:8]=[C:9]([CH:12]=[O:13])[CH:10]=2)[N:5]=[CH:4][N:3]=1.[CH3:14][NH:15][CH3:16].O. (8) Reactant: C([O:3][C:4](=[O:38])[CH2:5][CH:6]1[S:10][C:9]([C:11]2[NH:12][C:13]3[C:18]([CH:19]=2)=[CH:17][C:16]([O:20][C:21]2[CH:26]=[CH:25][C:24]([S:27]([CH3:30])(=[O:29])=[O:28])=[CH:23][CH:22]=2)=[CH:15][C:14]=3[O:31][CH:32]2[CH2:37][CH2:36][O:35][CH2:34][CH2:33]2)=[N:8][CH2:7]1)C.[OH-].[Na+].O1CCCC1. Product: [CH3:30][S:27]([C:24]1[CH:25]=[CH:26][C:21]([O:20][C:16]2[CH:17]=[C:18]3[C:13](=[C:14]([O:31][CH:32]4[CH2:33][CH2:34][O:35][CH2:36][CH2:37]4)[CH:15]=2)[NH:12][C:11]([C:9]2[S:10][CH:6]([CH2:5][C:4]([OH:38])=[O:3])[CH2:7][N:8]=2)=[CH:19]3)=[CH:22][CH:23]=1)(=[O:28])=[O:29]. The catalyst class is: 8. (9) Reactant: [C:1]12([CH2:11][NH:12][C:13]([C:15]3[CH:20]=[CH:19][N:18]=[C:17]([NH:21][CH2:22][CH2:23][CH2:24][NH:25]C(=O)OC(C)(C)C)[C:16]=3[Cl:33])=[O:14])[CH2:10][CH:5]3[CH2:6][CH:7]([CH2:9][CH:3]([CH2:4]3)[CH2:2]1)[CH2:8]2.[ClH:34]. Product: [ClH:33].[ClH:34].[C:1]12([CH2:11][NH:12][C:13](=[O:14])[C:15]3[CH:20]=[CH:19][N:18]=[C:17]([NH:21][CH2:22][CH2:23][CH2:24][NH2:25])[C:16]=3[Cl:33])[CH2:8][CH:7]3[CH2:9][CH:3]([CH2:4][CH:5]([CH2:6]3)[CH2:10]1)[CH2:2]2. The catalyst class is: 71. (10) Reactant: [C:1]([C:3]1[CH:8]=[CH:7][CH:6]=[CH:5][C:4]=1[C:9]1[S:13][C:12]([CH2:14][C:15]2[C:16](=[O:40])[N:17]([C@H:27]3[CH2:32][CH2:31][C@H:30]([O:33][CH2:34]C(OCC)=O)[CH2:29][CH2:28]3)[C:18]3[N:19]([N:24]=[CH:25][N:26]=3)[C:20]=2[CH2:21][CH2:22][CH3:23])=[CH:11][CH:10]=1)#[N:2].C[Mg]Br.[Cl-].[NH4+]. Product: [OH:33][C:30]([CH3:31])([CH3:29])[CH2:34][O:33][C@H:30]1[CH2:29][CH2:28][C@H:27]([N:17]2[C:16](=[O:40])[C:15]([CH2:14][C:12]3[S:13][C:9]([C:4]4[CH:5]=[CH:6][CH:7]=[CH:8][C:3]=4[C:1]#[N:2])=[CH:10][CH:11]=3)=[C:20]([CH2:21][CH2:22][CH3:23])[N:19]3[N:24]=[CH:25][N:26]=[C:18]23)[CH2:32][CH2:31]1. The catalyst class is: 7.